Dataset: Full USPTO retrosynthesis dataset with 1.9M reactions from patents (1976-2016). Task: Predict the reactants needed to synthesize the given product. (1) Given the product [Cl:1][C:2]1[N:7]=[CH:6][C:5](/[N:8]=[CH:12]/[C:11]2[C:10]([F:9])=[CH:17][C:16]([F:18])=[CH:15][C:14]=2[F:19])=[CH:4][CH:3]=1, predict the reactants needed to synthesize it. The reactants are: [Cl:1][C:2]1[N:7]=[CH:6][C:5]([NH2:8])=[CH:4][CH:3]=1.[F:9][C:10]1[CH:17]=[C:16]([F:18])[CH:15]=[C:14]([F:19])[C:11]=1[CH:12]=O. (2) Given the product [F:22][C:23]1[CH:24]=[CH:25][C:26]([C:27]([NH:12][C:10]2[S:11][C:7]3[C:6]([N:13]([CH3:21])[CH:14]4[CH2:15][CH2:20][O:39][CH2:62][CH2:64]4)=[CH:5][CH:4]=[C:3]([O:2][CH3:1])[C:8]=3[N:9]=2)=[O:29])=[CH:30][CH:31]=1, predict the reactants needed to synthesize it. The reactants are: [CH3:1][O:2][C:3]1[C:8]2[N:9]=[C:10]([NH2:12])[S:11][C:7]=2[C:6]([N:13]([CH3:21])[CH2:14][CH:15]2[CH2:20]COCC2)=[CH:5][CH:4]=1.[F:22][C:23]1[CH:31]=[CH:30][C:26]([C:27]([OH:29])=O)=[CH:25][CH:24]=1.CN(C([O:39]N1N=NC2C=CC=NC1=2)=[N+](C)C)C.F[P-](F)(F)(F)(F)F.C(N([CH:62]([CH3:64])C)C(C)C)C. (3) Given the product [OH:38][C:36]1[CH:37]=[C:32]([NH:31][CH:2]=[C:3]2[C:11]3[C:6](=[CH:7][C:8]([C:12]([C:14]4[CH:19]=[CH:18][C:17]([NH:20][C:21](=[O:22])[CH3:23])=[CH:16][CH:15]=4)=[O:13])=[CH:9][CH:10]=3)[NH:5][C:4]2=[O:30])[CH:33]=[CH:34][C:35]=1[CH3:39], predict the reactants needed to synthesize it. The reactants are: O[CH:2]=[C:3]1[C:11]2[C:6](=[CH:7][C:8]([C:12]([C:14]3[CH:19]=[CH:18][C:17]([NH:20][C:21]([C:23]4N(C)N=C(C)C=4)=[O:22])=[CH:16][CH:15]=3)=[O:13])=[CH:9][CH:10]=2)[NH:5][C:4]1=[O:30].[NH2:31][C:32]1[CH:33]=[CH:34][C:35]([CH3:39])=[C:36]([OH:38])[CH:37]=1. (4) Given the product [Cl:1][C:2]1[CH:7]=[CH:6][CH:5]=[CH:4][C:3]=1[C:8]1[C:9]([C:20]([NH2:25])=[O:22])=[CH:10][N:11]([C:13]2[CH:18]=[CH:17][N:16]=[C:15]([Cl:19])[CH:14]=2)[CH:12]=1, predict the reactants needed to synthesize it. The reactants are: [Cl:1][C:2]1[CH:7]=[CH:6][CH:5]=[CH:4][C:3]=1[C:8]1[C:9]([C:20]([OH:22])=O)=[CH:10][N:11]([C:13]2[CH:18]=[CH:17][N:16]=[C:15]([Cl:19])[CH:14]=2)[CH:12]=1.N.C[N:25](C(ON1N=NC2C=CC=CC1=2)=[N+](C)C)C.[B-](F)(F)(F)F.CCN(C(C)C)C(C)C. (5) Given the product [CH2:20]([O:22][C:23]([N:25]1[CH2:26][CH2:27][CH:28]([NH:31][C:4]2[CH:5]=[CH:6][C:7]([C:8](=[O:9])[C:10]3[CH:15]=[C:14]([F:16])[CH:13]=[CH:12][C:11]=3[O:17][CH3:18])=[C:2]([NH2:1])[N:3]=2)[CH2:29][CH2:30]1)=[O:24])[CH3:21], predict the reactants needed to synthesize it. The reactants are: [NH2:1][C:2]1[C:7]([C:8]([C:10]2[CH:15]=[C:14]([F:16])[CH:13]=[CH:12][C:11]=2[O:17][CH3:18])=[O:9])=[CH:6][CH:5]=[C:4](Cl)[N:3]=1.[CH2:20]([O:22][C:23]([N:25]1[CH2:30][CH2:29][CH:28]([NH2:31])[CH2:27][CH2:26]1)=[O:24])[CH3:21]. (6) The reactants are: [OH:1][CH2:2][C@H:3]1[N:8]([S:9]([C:12]2[CH:17]=[CH:16][C:15]([CH3:18])=[CH:14][CH:13]=2)(=[O:11])=[O:10])[CH2:7][C@H:6]([OH:19])[C@@H:5]([C:20]2[CH:25]=[CH:24][C:23]([O:26][CH3:27])=[CH:22][CH:21]=2)[CH2:4]1.N1C=CN=C1.[CH:33]([Si:36]([CH:41]([CH3:43])[CH3:42])([CH:38]([CH3:40])[CH3:39])Cl)([CH3:35])[CH3:34]. Given the product [CH3:27][O:26][C:23]1[CH:22]=[CH:21][C:20]([C@H:5]2[CH2:4][C@@H:3]([CH2:2][O:1][Si:36]([CH:41]([CH3:43])[CH3:42])([CH:38]([CH3:40])[CH3:39])[CH:33]([CH3:35])[CH3:34])[N:8]([S:9]([C:12]3[CH:13]=[CH:14][C:15]([CH3:18])=[CH:16][CH:17]=3)(=[O:10])=[O:11])[CH2:7][C@@H:6]2[OH:19])=[CH:25][CH:24]=1, predict the reactants needed to synthesize it. (7) Given the product [ClH:76].[NH2:36][C:37]1([C:41]2[CH:42]=[CH:43][C:44]([C:47]3[C:48](=[O:67])[C:49]4[C:54]([O:55][C:56]=3[C:57]3[CH:62]=[CH:61][CH:60]=[CH:59][CH:58]=3)=[C:53]3[NH:63][N:64]=[C:65]([I:66])[C:52]3=[CH:51][CH:50]=4)=[CH:45][CH:46]=2)[CH2:40][CH2:39][CH2:38]1, predict the reactants needed to synthesize it. The reactants are: NC1(C2C=CC(C3C(=O)C4C(=CC=C(F)C=4)OC=3C3C=CC=CC=3)=CC=2)CCC1.C(OC(=O)[NH:36][C:37]1([C:41]2[CH:46]=[CH:45][C:44]([C:47]3[C:48](=[O:67])[C:49]4[C:54]([O:55][C:56]=3[C:57]3[CH:62]=[CH:61][CH:60]=[CH:59][CH:58]=3)=[C:53]3[NH:63][N:64]=[C:65]([I:66])[C:52]3=[CH:51][CH:50]=4)=[CH:43][CH:42]=2)[CH2:40][CH2:39][CH2:38]1)(C)(C)C.C(O)(C(F)(F)F)=O.[ClH:76].